From a dataset of Experimentally validated miRNA-target interactions with 360,000+ pairs, plus equal number of negative samples. Binary Classification. Given a miRNA mature sequence and a target amino acid sequence, predict their likelihood of interaction. The miRNA is hsa-miR-92a-1-5p with sequence AGGUUGGGAUCGGUUGCAAUGCU. The protein sequence of the target gene is MQIFVKTLTGKTITLEVEPSDTIENVKAKIQDKEGIPPDQQRLIFAGKQLEDGRTLSDYNIQKESTLHLVLRLRGGMQIFVKTLTGKTITLEVEPSDTIENVKAKIQDKEGIPPDQQRLIFAGKQLEDGRTLSDYNIQKESTLHLVLRLRGGMQIFVKTLTGKTITLEVEPSDTIENVKAKIQDKEGIPPDQQRLIFAGKQLEDGRTLSDYNIQKESTLHLVLRLRGGC. Result: 1 (interaction).